This data is from NCI-60 drug combinations with 297,098 pairs across 59 cell lines. The task is: Regression. Given two drug SMILES strings and cell line genomic features, predict the synergy score measuring deviation from expected non-interaction effect. (1) Drug 1: CC(C1=C(C=CC(=C1Cl)F)Cl)OC2=C(N=CC(=C2)C3=CN(N=C3)C4CCNCC4)N. Cell line: CCRF-CEM. Drug 2: CCCCCOC(=O)NC1=NC(=O)N(C=C1F)C2C(C(C(O2)C)O)O. Synergy scores: CSS=43.6, Synergy_ZIP=1.95, Synergy_Bliss=-0.886, Synergy_Loewe=-25.0, Synergy_HSA=-1.94. (2) Cell line: SR. Drug 2: COC1=NC(=NC2=C1N=CN2C3C(C(C(O3)CO)O)O)N. Synergy scores: CSS=-2.30, Synergy_ZIP=1.98, Synergy_Bliss=4.05, Synergy_Loewe=-2.16, Synergy_HSA=-1.45. Drug 1: CC1=C(C(CCC1)(C)C)C=CC(=CC=CC(=CC(=O)O)C)C. (3) Drug 1: CCC1=CC2CC(C3=C(CN(C2)C1)C4=CC=CC=C4N3)(C5=C(C=C6C(=C5)C78CCN9C7C(C=CC9)(C(C(C8N6C)(C(=O)OC)O)OC(=O)C)CC)OC)C(=O)OC.C(C(C(=O)O)O)(C(=O)O)O. Drug 2: C1=CC(=CC=C1CCCC(=O)O)N(CCCl)CCCl. Cell line: NCI-H460. Synergy scores: CSS=50.7, Synergy_ZIP=-1.77, Synergy_Bliss=-2.29, Synergy_Loewe=-24.1, Synergy_HSA=-0.564. (4) Drug 1: CCC1=CC2CC(C3=C(CN(C2)C1)C4=CC=CC=C4N3)(C5=C(C=C6C(=C5)C78CCN9C7C(C=CC9)(C(C(C8N6C)(C(=O)OC)O)OC(=O)C)CC)OC)C(=O)OC.C(C(C(=O)O)O)(C(=O)O)O. Drug 2: N.N.Cl[Pt+2]Cl. Cell line: A549. Synergy scores: CSS=38.2, Synergy_ZIP=-0.324, Synergy_Bliss=0.236, Synergy_Loewe=-29.9, Synergy_HSA=-0.696.